From a dataset of Peptide-MHC class II binding affinity with 134,281 pairs from IEDB. Regression. Given a peptide amino acid sequence and an MHC pseudo amino acid sequence, predict their binding affinity value. This is MHC class II binding data. The peptide sequence is LVKFVAGDGDVVAVD. The MHC is DRB1_0405 with pseudo-sequence DRB1_0405. The binding affinity (normalized) is 0.126.